This data is from Forward reaction prediction with 1.9M reactions from USPTO patents (1976-2016). The task is: Predict the product of the given reaction. (1) Given the reactants Cl[C:2]1[C:7]([O:8][CH2:9][CH2:10][O:11]C2CCCCO2)=[CH:6][CH:5]=[CH:4][N:3]=1.[OH:18][CH2:19][CH2:20][N:21]1[CH2:26][CH2:25][N:24]([C:27]([O:29][C:30]([CH3:33])([CH3:32])[CH3:31])=[O:28])[CH2:23][CH2:22]1, predict the reaction product. The product is: [C:30]([O:29][C:27]([N:24]1[CH2:23][CH2:22][N:21]([CH2:20][CH2:19][O:18][C:2]2[C:7]([O:8][CH2:9][CH2:10][OH:11])=[CH:6][CH:5]=[CH:4][N:3]=2)[CH2:26][CH2:25]1)=[O:28])([CH3:33])([CH3:32])[CH3:31]. (2) Given the reactants [CH3:1][C:2]1[S:3][C:4]2[C:13]3[CH:12]=[CH:11][CH:10]=[CH:9][C:8]=3[N:7]=[C:6]([NH:14]C(=O)C(Cl)(Cl)Cl)[C:5]=2[N:21]=1.C[O-].[Na+].C, predict the reaction product. The product is: [CH3:1][C:2]1[S:3][C:4]2[C:13]3[CH:12]=[CH:11][CH:10]=[CH:9][C:8]=3[N:7]=[C:6]([NH2:14])[C:5]=2[N:21]=1.